Regression. Given two drug SMILES strings and cell line genomic features, predict the synergy score measuring deviation from expected non-interaction effect. From a dataset of NCI-60 drug combinations with 297,098 pairs across 59 cell lines. Drug 1: COC1=NC(=NC2=C1N=CN2C3C(C(C(O3)CO)O)O)N. Drug 2: CC1=C(C(=O)C2=C(C1=O)N3CC4C(C3(C2COC(=O)N)OC)N4)N. Cell line: HOP-92. Synergy scores: CSS=9.41, Synergy_ZIP=-2.83, Synergy_Bliss=2.25, Synergy_Loewe=-7.79, Synergy_HSA=1.48.